From a dataset of Forward reaction prediction with 1.9M reactions from USPTO patents (1976-2016). Predict the product of the given reaction. (1) Given the reactants [F:1][C:2]1[CH:30]=[CH:29][C:5]([O:6][CH2:7][CH2:8][C:9]2[CH:28]=[CH:27][C:12]([CH2:13][N:14]3[CH2:19][CH2:18][N:17](C(OC(C)(C)C)=O)[CH2:16][CH2:15]3)=[CH:11][CH:10]=2)=[CH:4][CH:3]=1.Cl, predict the reaction product. The product is: [F:1][C:2]1[CH:3]=[CH:4][C:5]([O:6][CH2:7][CH2:8][C:9]2[CH:28]=[CH:27][C:12]([CH2:13][N:14]3[CH2:15][CH2:16][NH:17][CH2:18][CH2:19]3)=[CH:11][CH:10]=2)=[CH:29][CH:30]=1. (2) Given the reactants [CH3:1][O:2][C:3]1[CH:4]=[C:5]([CH:19]=[CH:20][C:21]=1[O:22][CH3:23])[C:6]([N:8]1[C:17]2[C:12](=[CH:13][CH:14]=[CH:15][CH:16]=2)[CH:11](O)[CH2:10][CH2:9]1)=[O:7].I[Si](C)(C)C.[NH:29]1[C:38]2[C:33](=[CH:34][CH:35]=[CH:36][CH:37]=2)[CH2:32][CH2:31][CH2:30]1.C(=O)([O-])[O-].[Ba+2], predict the reaction product. The product is: [N:29]1([CH:11]2[C:12]3[C:17](=[CH:16][CH:15]=[CH:14][CH:13]=3)[N:8]([C:6](=[O:7])[C:5]3[CH:19]=[CH:20][C:21]([O:22][CH3:23])=[C:3]([O:2][CH3:1])[CH:4]=3)[CH2:9][CH2:10]2)[C:38]2[CH:33]([CH2:34][CH:35]=[CH:36][CH:37]=2)[CH2:32][CH2:31][CH2:30]1. (3) Given the reactants [C:1]([C:3]1[CH:8]=[CH:7][C:6]([NH:9][C:10](=[O:18])[CH2:11][C:12]2[CH:17]=[CH:16][CH:15]=[CH:14][CH:13]=2)=[C:5]([N+:19]([O-])=O)[CH:4]=1)#[N:2], predict the reaction product. The product is: [NH2:19][C:5]1[CH:4]=[C:3]([C:1]#[N:2])[CH:8]=[CH:7][C:6]=1[NH:9][C:10](=[O:18])[CH2:11][C:12]1[CH:13]=[CH:14][CH:15]=[CH:16][CH:17]=1. (4) Given the reactants [Cl:1][C:2]1[CH:7]=[C:6]([O:8][CH3:9])[CH:5]=[CH:4][C:3]=1[C:10]1[CH:15]=[CH:14][N:13]=[C:12]([NH:16][CH:17]([CH2:20][O:21][CH3:22])[CH2:18][CH3:19])[C:11]=1[N+:23]([O-])=O.[O-]S(S([O-])=O)=O.[Na+].[Na+], predict the reaction product. The product is: [Cl:1][C:2]1[CH:7]=[C:6]([O:8][CH3:9])[CH:5]=[CH:4][C:3]=1[C:10]1[CH:15]=[CH:14][N:13]=[C:12]([NH:16][CH:17]([CH2:20][O:21][CH3:22])[CH2:18][CH3:19])[C:11]=1[NH2:23]. (5) Given the reactants C[N:2](/[CH:4]=[C:5]1/[CH2:6][O:7][CH2:8][CH2:9][C:10]/1=O)C.[NH2:12]N, predict the reaction product. The product is: [N:12]1[NH:2][CH:4]=[C:5]2[CH2:6][O:7][CH2:8][CH2:9][C:10]=12. (6) The product is: [CH3:20][C:10]1[CH:15]=[CH:14][C:13]([S:16]([O:9][CH2:8][CH:5]2[O:4][CH:3]([CH2:2][O:1][S:16]([C:13]3[CH:14]=[CH:15][C:10]([CH3:20])=[CH:11][CH:12]=3)(=[O:18])=[O:17])[CH2:7][CH2:6]2)(=[O:18])=[O:17])=[CH:12][CH:11]=1. Given the reactants [OH:1][CH2:2][CH:3]1[CH2:7][CH2:6][CH:5]([CH2:8][OH:9])[O:4]1.[C:10]1([CH3:20])[CH:15]=[CH:14][C:13]([S:16](Cl)(=[O:18])=[O:17])=[CH:12][CH:11]=1, predict the reaction product. (7) Given the reactants Br[C:2]1[C:3]([N:22]2[CH2:26][CH2:25][C@@H:24]([OH:27])[CH2:23]2)=[N:4][CH:5]=[C:6]([CH:21]=1)[C:7]([NH:9][C:10]1[CH:15]=[CH:14][C:13]([O:16][C:17]([Cl:20])([F:19])[F:18])=[CH:12][CH:11]=1)=[O:8].[CH3:28][C:29]1[CH:34]=[CH:33][N:32]=[CH:31][C:30]=1B1OC(C)(C)C(C)(C)O1.[O-]P([O-])([O-])=O.[K+].[K+].[K+], predict the reaction product. The product is: [Cl:20][C:17]([F:19])([F:18])[O:16][C:13]1[CH:14]=[CH:15][C:10]([NH:9][C:7]([C:6]2[CH:21]=[C:2]([C:30]3[CH:31]=[N:32][CH:33]=[CH:34][C:29]=3[CH3:28])[C:3]([N:22]3[CH2:26][CH2:25][C@@H:24]([OH:27])[CH2:23]3)=[N:4][CH:5]=2)=[O:8])=[CH:11][CH:12]=1. (8) Given the reactants [C:1]([N:4]1[CH2:9][CH2:8][CH:7]([N:10]2[C:19]3[C:14](=[CH:15][C:16]([OH:20])=[CH:17][CH:18]=3)[C:13](=[O:21])[N:12]([CH2:22][C:23]3[CH:28]=[CH:27][C:26]([O:29][CH3:30])=[C:25]([O:31][CH3:32])[CH:24]=3)[C:11]2=[O:33])[CH2:6][CH2:5]1)(=[O:3])[CH3:2].C([O-])([O-])=O.[Cs+].[Cs+].Br[CH2:41][C:42]#[N:43], predict the reaction product. The product is: [C:1]([N:4]1[CH2:5][CH2:6][CH:7]([N:10]2[C:19]3[C:14](=[CH:15][C:16]([O:20][CH2:41][C:42]#[N:43])=[CH:17][CH:18]=3)[C:13](=[O:21])[N:12]([CH2:22][C:23]3[CH:28]=[CH:27][C:26]([O:29][CH3:30])=[C:25]([O:31][CH3:32])[CH:24]=3)[C:11]2=[O:33])[CH2:8][CH2:9]1)(=[O:3])[CH3:2]. (9) Given the reactants FC(F)(F)C(O)=O.[Cl:8][C:9]1[CH:10]=[C:11]([C:40]([F:43])([F:42])[F:41])[C:12]2[N:13]([N:16]=[C:17]([CH2:19][CH2:20][C:21]3[N:25](CC4C=CC(OC)=CC=4)[N:24]=[C:23]([N:35]4[CH2:39][CH2:38][CH2:37][CH2:36]4)[N:22]=3)[N:18]=2)[C:14]=1[CH3:15], predict the reaction product. The product is: [Cl:8][C:9]1[CH:10]=[C:11]([C:40]([F:42])([F:41])[F:43])[C:12]2[N:13]([N:16]=[C:17]([CH2:19][CH2:20][C:21]3[NH:25][N:24]=[C:23]([N:35]4[CH2:36][CH2:37][CH2:38][CH2:39]4)[N:22]=3)[N:18]=2)[C:14]=1[CH3:15].